From a dataset of Catalyst prediction with 721,799 reactions and 888 catalyst types from USPTO. Predict which catalyst facilitates the given reaction. (1) Reactant: [Cl:1][C:2]([Cl:33])([Cl:32])[CH2:3][O:4][C:5]([NH:7][C:8]1[C:9]([C:13]2[CH:18]=[CH:17][C:16]([N:19]3[CH2:24][CH2:23][N:22]([C:25]([O:27][C:28]([CH3:31])([CH3:30])[CH3:29])=[O:26])[CH2:21][CH2:20]3)=[CH:15][CH:14]=2)=[N:10][O:11][N:12]=1)=[O:6].O[CH:35]([CH2:40][CH:41]([CH3:43])[CH3:42])[C:36]([O:38][CH3:39])=[O:37].C1(P(C2C=CC=CC=2)C2C=CC=CC=2)C=CC=CC=1.N(C(OC(C)C)=O)=NC(OC(C)C)=O. Product: [C:28]([O:27][C:25]([N:22]1[CH2:21][CH2:20][N:19]([C:16]2[CH:17]=[CH:18][C:13]([C:9]3[C:8]([N:7]([C:5]([O:4][CH2:3][C:2]([Cl:32])([Cl:1])[Cl:33])=[O:6])[C@H:35]([C:36]([O:38][CH3:39])=[O:37])[CH2:40][CH:41]([CH3:43])[CH3:42])=[N:12][O:11][N:10]=3)=[CH:14][CH:15]=2)[CH2:24][CH2:23]1)=[O:26])([CH3:30])([CH3:29])[CH3:31]. The catalyst class is: 18. (2) Reactant: [OH:1][CH:2]1[C:23](=[O:24])[N:5]2[CH2:6][CH2:7][N:8]([S:10]([C:13]3[CH:18]=[CH:17][CH:16]=[C:15]([C:19]([F:22])([F:21])[F:20])[CH:14]=3)(=[O:12])=[O:11])[CH2:9][CH:4]2[CH2:3]1.[H-].[Na+].Br[C:28]1[CH:33]=[CH:32][C:31]([C:34]([F:37])([F:36])[F:35])=[CH:30][N:29]=1. Product: [F:20][C:19]([F:21])([F:22])[C:15]1[CH:14]=[C:13]([S:10]([N:8]2[CH2:7][CH2:6][N:5]3[C:23](=[O:24])[CH:2]([O:1][C:28]4[CH:33]=[CH:32][C:31]([C:34]([F:37])([F:36])[F:35])=[CH:30][N:29]=4)[CH2:3][CH:4]3[CH2:9]2)(=[O:12])=[O:11])[CH:18]=[CH:17][CH:16]=1. The catalyst class is: 9. (3) Reactant: [CH2:1]([N:3]1[C:7]([CH:8]=[N:9][OH:10])=[N:6][CH:5]=[N:4]1)[CH3:2].[CH2:11]([OH:13])[CH3:12]. Product: [C:11]([O-:10])(=[O:13])[CH3:12].[CH2:1]([N:3]1[C:7]([CH2:8][NH3+:9])=[N:6][CH:5]=[N:4]1)[CH3:2]. The catalyst class is: 723. (4) Reactant: [NH2:1][C:2]1[N:7]=[C:6]([C:8]2[S:12][C:11]3[CH:13]=[CH:14][C:15]([C:17]([N:19]4[CH2:23][CH2:22][CH:21]([NH:24]C(=O)OC(C)(C)C)[CH2:20]4)=[O:18])=[CH:16][C:10]=3[C:9]=2[CH3:32])[CH:5]=[CH:4][N:3]=1.FC(F)(F)C(O)=O. Product: [NH2:1][C:2]1[N:7]=[C:6]([C:8]2[S:12][C:11]3[CH:13]=[CH:14][C:15]([C:17]([N:19]4[CH2:23][CH2:22][CH:21]([NH2:24])[CH2:20]4)=[O:18])=[CH:16][C:10]=3[C:9]=2[CH3:32])[CH:5]=[CH:4][N:3]=1. The catalyst class is: 2. (5) Reactant: [S:1]1[C:5]2[CH:6]=[CH:7][CH:8]=[CH:9][C:4]=2[N:3]=[C:2]1[CH2:10][N:11]([CH2:21][C:22]([O-:24])=[O:23])[C:12]([C:14]1[S:18][C:17](Br)=[N:16][C:15]=1[CH3:20])=[O:13].CC1(C)C(C)(C)OB([C:33]2[CH:34]=[C:35]3[C:39](=[CH:40][CH:41]=2)[N:38](C(OC(C)(C)C)=O)[CH:37]=[CH:36]3)O1.C(=O)([O-])[O-].[Cs+].[Cs+].ClCCl. Product: [S:1]1[C:5]2[CH:6]=[CH:7][CH:8]=[CH:9][C:4]=2[N:3]=[C:2]1[CH2:10][N:11]([CH2:21][C:22]([OH:24])=[O:23])[C:12]([C:14]1[S:18][C:17]([C:33]2[CH:34]=[C:35]3[C:39](=[CH:40][CH:41]=2)[NH:38][CH:37]=[CH:36]3)=[N:16][C:15]=1[CH3:20])=[O:13]. The catalyst class is: 117. (6) Reactant: C([O:5][C:6](=[O:37])[CH2:7][CH:8]([NH:15][C:16]([C:18]1[S:19][C:20]([C:23](=[O:36])[NH:24][CH2:25][CH2:26][CH2:27][NH:28]C(OC(C)(C)C)=O)=[CH:21][CH:22]=1)=[O:17])[C:9]1[CH:14]=[CH:13][CH:12]=[CH:11][CH:10]=1)(C)(C)C.[C:38]([OH:44])([C:40]([F:43])([F:42])[F:41])=[O:39]. Product: [F:41][C:40]([F:43])([F:42])[C:38]([OH:44])=[O:39].[NH2:28][CH2:27][CH2:26][CH2:25][NH:24][C:23]([C:20]1[S:19][C:18]([C:16]([NH:15][CH:8]([C:9]2[CH:10]=[CH:11][CH:12]=[CH:13][CH:14]=2)[CH2:7][C:6]([OH:37])=[O:5])=[O:17])=[CH:22][CH:21]=1)=[O:36]. The catalyst class is: 4.